Dataset: Full USPTO retrosynthesis dataset with 1.9M reactions from patents (1976-2016). Task: Predict the reactants needed to synthesize the given product. (1) Given the product [CH3:32][C:30]1[NH:42][C:7]2[CH2:9][C:2]([CH3:1])([CH3:10])[CH2:3][C:4](=[O:5])[C:6]=2[CH:24]([C:23]2[C:19]([C:16]3[CH:17]=[CH:18][C:13]([C:12]([F:27])([F:26])[F:11])=[CH:14][CH:15]=3)=[N:20][NH:21][CH:22]=2)[C:29]=1[C:28]([O:34][CH:35]([CH3:37])[CH3:36])=[O:33], predict the reactants needed to synthesize it. The reactants are: [CH3:1][C:2]1([CH3:10])[CH2:9][C:7](=O)[CH2:6][C:4](=[O:5])[CH2:3]1.[F:11][C:12]([F:27])([F:26])[C:13]1[CH:18]=[CH:17][C:16]([C:19]2[C:23]([CH:24]=O)=[CH:22][NH:21][N:20]=2)=[CH:15][CH:14]=1.[C:28]([O:34][CH:35]([CH3:37])[CH3:36])(=[O:33])[CH2:29][C:30]([CH3:32])=O.C([O-])(=O)C.[NH4+:42]. (2) Given the product [Br:7][C:8]1[CH:9]=[CH:10][C:11]([N:14]2[CH:18]=[CH:17][C:16]([CH:19]([C:21]3[CH:30]=[CH:29][C:24]4[N:25]([CH2:36][O:35][CH2:34][CH2:33][Si:32]([CH3:39])([CH3:38])[CH3:31])[C:26](=[O:28])[S:27][C:23]=4[CH:22]=3)[CH3:20])=[N:15]2)=[N:12][CH:13]=1, predict the reactants needed to synthesize it. The reactants are: C(=O)([O-])[O-].[K+].[K+].[Br:7][C:8]1[CH:9]=[CH:10][C:11]([N:14]2[CH:18]=[CH:17][C:16]([CH:19]([C:21]3[CH:30]=[CH:29][C:24]4[NH:25][C:26](=[O:28])[S:27][C:23]=4[CH:22]=3)[CH3:20])=[N:15]2)=[N:12][CH:13]=1.[CH3:31][Si:32]([CH3:39])([CH3:38])[CH2:33][CH2:34][O:35][CH2:36]Cl.C(OC)(C)(C)C. (3) Given the product [CH3:1][O:2][C:3]1[CH:10]=[C:9]([O:11][CH3:12])[CH:8]=[CH:7][C:4]=1[CH2:5][NH:6][C:13]([NH2:15])=[S:14], predict the reactants needed to synthesize it. The reactants are: [CH3:1][O:2][C:3]1[CH:10]=[C:9]([O:11][CH3:12])[CH:8]=[CH:7][C:4]=1[CH2:5][NH2:6].[C:13](N1C=CN=C1)([N:15]1C=CN=C1)=[S:14].N.